This data is from Full USPTO retrosynthesis dataset with 1.9M reactions from patents (1976-2016). The task is: Predict the reactants needed to synthesize the given product. (1) Given the product [CH2:10]([O:12][C:13](=[O:18])[CH2:14][C:15]1[N:3]2[CH:4]=[C:5]([C:8]#[N:9])[CH:6]=[CH:7][C:2]2=[N:1][CH:16]=1)[CH3:11], predict the reactants needed to synthesize it. The reactants are: [NH2:1][C:2]1[CH:7]=[CH:6][C:5]([C:8]#[N:9])=[CH:4][N:3]=1.[CH2:10]([O:12][C:13](=[O:18])/[CH:14]=[CH:15]/[CH:16]=O)[CH3:11]. (2) Given the product [CH3:1][O:2][C:3]1[CH:4]=[C:5]([C:11]2[CH:12]=[CH:13][C:14]3[N:15]([C:19]([C:20](=[O:22])[CH3:21])=[C:23]([CH3:24])[N:17]=3)[N:16]=2)[CH:6]=[CH:7][C:8]=1[O:9][CH3:10], predict the reactants needed to synthesize it. The reactants are: [CH3:1][O:2][C:3]1[CH:4]=[C:5]([C:11]2[N:16]=[N:15][C:14]([NH2:17])=[CH:13][CH:12]=2)[CH:6]=[CH:7][C:8]=1[O:9][CH3:10].Cl[CH:19]([C:23](=O)[CH3:24])[C:20](=[O:22])[CH3:21]. (3) Given the product [CH2:7]([C:8]1[N:18]([C:17]2[C:13]([CH3:12])=[N:14][O:15][C:16]=2[CH3:21])[C:19](=[S:20])[NH:11][N:10]=1)[C:1]1[CH:6]=[CH:5][CH:4]=[CH:3][CH:2]=1, predict the reactants needed to synthesize it. The reactants are: [C:1]1([CH2:7][C:8]([NH:10][NH2:11])=O)[CH:6]=[CH:5][CH:4]=[CH:3][CH:2]=1.[CH3:12][C:13]1[C:17]([N:18]=[C:19]=[S:20])=[C:16]([CH3:21])[O:15][N:14]=1. (4) Given the product [C:27]([C:23]1[CH:22]=[C:21]([CH:26]=[CH:25][CH:24]=1)[CH2:20][NH:1][C:2]1[CH:3]=[CH:4][C:5]([CH2:8][CH2:9][C:10]([OH:12])=[O:11])=[CH:6][CH:7]=1)(=[O:28])[C:29]1[CH:30]=[CH:31][CH:32]=[CH:33][CH:34]=1, predict the reactants needed to synthesize it. The reactants are: [NH2:1][C:2]1[CH:7]=[CH:6][C:5]([CH2:8][CH2:9][C:10]([OH:12])=[O:11])=[CH:4][CH:3]=1.C([O-])([O-])=O.[K+].[K+].Br[CH2:20][C:21]1[CH:22]=[C:23]([C:27]([C:29]2[CH:34]=[CH:33][CH:32]=[CH:31][CH:30]=2)=[O:28])[CH:24]=[CH:25][CH:26]=1. (5) Given the product [C:18]1([C:2]2[CH:3]=[C:4]3[C:9]([NH:10][CH2:11][CH2:12][CH3:13])=[C:8]([C:14]([NH2:16])=[O:15])[CH:7]=[N:6][N:5]3[CH:17]=2)[CH:23]=[CH:22][CH:21]=[CH:20][CH:19]=1, predict the reactants needed to synthesize it. The reactants are: Br[C:2]1[CH:3]=[C:4]2[C:9]([NH:10][CH2:11][CH2:12][CH3:13])=[C:8]([C:14]([NH2:16])=[O:15])[CH:7]=[N:6][N:5]2[CH:17]=1.[C:18]1(B(O)O)[CH:23]=[CH:22][CH:21]=[CH:20][CH:19]=1.C(=O)([O-])[O-].[K+].[K+]. (6) Given the product [CH2:1]([O:3][C:4]([C:6]1[CH:11]=[C:10]([CH3:12])[N:9]([CH2:42][C:43]([OH:45])=[O:44])[C:8](=[O:13])[C:7]=1[O:14][CH2:15][C:16]1[CH:17]=[CH:18][CH:19]=[CH:20][CH:21]=1)=[O:5])[CH3:2], predict the reactants needed to synthesize it. The reactants are: [CH2:1]([O:3][C:4]([C:6]1[CH:11]=[C:10]([CH3:12])[NH:9][C:8](=[O:13])[C:7]=1[O:14][CH2:15][C:16]1[CH:21]=[CH:20][CH:19]=[CH:18][CH:17]=1)=[O:5])[CH3:2].CC(C)([O-])C.[Mg+2].CC(C)([O-])C.CC(C)([O-])C.[K+].N#N.Br[CH2:42][C:43]([OH:45])=[O:44].Cl. (7) Given the product [C:1]([O:5][C@@H:6]([C:12]1[C:30]([CH3:31])=[CH:29][C:15]2[N:16]=[C:17]([C:19]3[C:24]([CH:25]([F:26])[F:27])=[CH:23][N:22]=[C:21]([C:45]4[CH:44]=[C:43]5[C:48](=[CH:47][CH:46]=4)[N:40]([CH3:39])[N:41]=[CH:42]5)[CH:20]=3)[S:18][C:14]=2[C:13]=1[C:32]1[CH:37]=[CH:36][C:35]([Cl:38])=[CH:34][CH:33]=1)[C:7]([O:9][CH2:10][CH3:11])=[O:8])([CH3:2])([CH3:3])[CH3:4], predict the reactants needed to synthesize it. The reactants are: [C:1]([O:5][C@@H:6]([C:12]1[C:30]([CH3:31])=[CH:29][C:15]2[N:16]=[C:17]([C:19]3[C:24]([CH:25]([F:27])[F:26])=[CH:23][N:22]=[C:21](Cl)[CH:20]=3)[S:18][C:14]=2[C:13]=1[C:32]1[CH:37]=[CH:36][C:35]([Cl:38])=[CH:34][CH:33]=1)[C:7]([O:9][CH2:10][CH3:11])=[O:8])([CH3:4])([CH3:3])[CH3:2].[CH3:39][N:40]1[C:48]2[C:43](=[CH:44][C:45](B(O)O)=[CH:46][CH:47]=2)[CH:42]=[N:41]1.C([O-])([O-])=O.[K+].[K+]. (8) Given the product [CH2:24]([O:31][C:32]1[C:33]([CH3:41])=[CH:34][C:35]([C:36]2[NH:13][C:11](=[O:12])[C:10]3[C:5]([O:4][CH:1]([CH3:3])[CH3:2])=[CH:6][C:7]([O:15][CH:16]([CH3:18])[CH3:17])=[N:8][C:9]=3[CH:14]=2)=[CH:38][C:39]=1[CH3:40])[C:25]1[CH:26]=[CH:27][CH:28]=[CH:29][CH:30]=1, predict the reactants needed to synthesize it. The reactants are: [CH:1]([O:4][C:5]1[C:10]([C:11]([NH2:13])=[O:12])=[C:9]([CH3:14])[N:8]=[C:7]([O:15][CH:16]([CH3:18])[CH3:17])[CH:6]=1)([CH3:3])[CH3:2].[Li]CCCC.[CH2:24]([O:31][C:32]1[C:39]([CH3:40])=[CH:38][C:35]([C:36]#N)=[CH:34][C:33]=1[CH3:41])[C:25]1[CH:30]=[CH:29][CH:28]=[CH:27][CH:26]=1.O. (9) Given the product [CH3:1][O:2][C:3]1[CH:4]=[C:5]2[C:10](=[CH:11][C:12]=1[O:13][CH3:14])[N:9]=[CH:8][CH:7]=[C:6]2[O:15][C:16]1[CH:17]=[C:18]2[C:23](=[CH:24][CH:25]=1)[C:22]([NH:26][C:28]1[CH:33]=[CH:32][CH:31]=[CH:30][N:29]=1)=[CH:21][CH:20]=[CH:19]2, predict the reactants needed to synthesize it. The reactants are: [CH3:1][O:2][C:3]1[CH:4]=[C:5]2[C:10](=[CH:11][C:12]=1[O:13][CH3:14])[N:9]=[CH:8][CH:7]=[C:6]2[O:15][C:16]1[CH:17]=[C:18]2[C:23](=[CH:24][CH:25]=1)[C:22]([NH2:26])=[CH:21][CH:20]=[CH:19]2.Cl[C:28]1[CH:33]=[CH:32][CH:31]=[CH:30][N:29]=1.CC([O-])(C)C.[Na+].C([O-])(O)=O.[Na+].